From a dataset of Forward reaction prediction with 1.9M reactions from USPTO patents (1976-2016). Predict the product of the given reaction. (1) The product is: [CH3:52][N:44]([C:45]([O:46][C:47]([CH3:50])([CH3:49])[CH3:48])=[O:51])[NH:43][C:62](=[O:63])[C:61]1[CH:65]=[CH:66][C:58](/[CH:57]=[CH:56]/[CH:55]([C:71]2[CH:72]=[C:73]([Cl:79])[C:74]([Cl:78])=[C:75]([Cl:77])[CH:76]=2)[C:54]([F:53])([F:80])[F:81])=[CH:59][C:60]=1[C:67]([F:69])([F:70])[F:68]. Given the reactants C(N(C(C)C)C(C)C)C.F[P-](F)(F)(F)(F)F.N1(O[P+](N2CCCC2)(N2CCCC2)N2CCCC2)C2C=CC=CC=2N=N1.[NH2:43][N:44]([CH3:52])[C:45](=[O:51])[O:46][C:47]([CH3:50])([CH3:49])[CH3:48].[F:53][C:54]([F:81])([F:80])[CH:55]([C:71]1[CH:76]=[C:75]([Cl:77])[C:74]([Cl:78])=[C:73]([Cl:79])[CH:72]=1)/[CH:56]=[CH:57]/[C:58]1[CH:66]=[CH:65][C:61]([C:62](O)=[O:63])=[C:60]([C:67]([F:70])([F:69])[F:68])[CH:59]=1, predict the reaction product. (2) Given the reactants [C:1]([OH:4])(=[O:3])[CH3:2].[CH3:5][C:6]1[C:7]2[CH:8]=[C:9]([OH:39])[CH:10]=[CH:11][C:12]=2[N:13]([CH2:22][C:23]2[CH:24]=[CH:25][C:26]([O:29][CH2:30][CH2:31][N:32]3[CH2:38][CH2:37][CH2:36][CH2:35][CH2:34][CH2:33]3)=[CH:27][CH:28]=2)[C:14]=1[C:15]1[CH:16]=[CH:17][C:18]([OH:21])=[CH:19][CH:20]=1, predict the reaction product. The product is: [CH3:5][C:6]1[C:7]2[CH:8]=[C:9]([OH:39])[CH:10]=[CH:11][C:12]=2[N:13]([CH2:22][C:23]2[CH:28]=[CH:27][C:26]([O:29][CH2:30][CH2:31][N:32]3[CH2:33][CH2:34][CH2:35][CH2:36][CH2:37][CH2:38]3)=[CH:25][CH:24]=2)[C:14]=1[C:15]1[CH:16]=[CH:17][C:18]([OH:21])=[CH:19][CH:20]=1.[CH3:2][C:1]([OH:4])=[O:3]. (3) Given the reactants [CH3:1][N+:2]([CH2:5][CH2:6][O:7][P:8]([O:11][P:12]([O:15][CH2:16][CH:17]1[O:21][CH:20]([N:22]2[C:27](=[O:28])[N:26]=[C:25]([NH2:29])[CH:24]=[CH:23]2)[C@H:19]([OH:30])[C@@H:18]1[OH:31])([O-:14])=[O:13])([O-:10])=[O:9])([CH3:4])[CH3:3].[Na+:32], predict the reaction product. The product is: [CH3:4][N+:2]([CH2:5][CH2:6][O:7][P:8]([O:11][P:12]([O:15][CH2:16][C@H:17]1[O:21][C@@H:20]([N:22]2[C:27](=[O:28])[N:26]=[C:25]([NH2:29])[CH:24]=[CH:23]2)[C@H:19]([OH:30])[C@@H:18]1[OH:31])([O-:14])=[O:13])([O-:10])=[O:9])([CH3:1])[CH3:3].[Na+:32]. (4) Given the reactants [F:1][C:2]([F:40])([F:39])[C:3]1[CH:4]=[C:5]([CH:32]=[C:33]([C:35]([F:38])([F:37])[F:36])[CH:34]=1)[CH2:6][N:7]([CH2:10][C:11]1[CH:16]=[C:15]([C:17]([F:20])([F:19])[F:18])[CH:14]=[CH:13][C:12]=1[C:21]1[CH:26]=[C:25]([CH:27]([CH3:29])[CH3:28])[CH:24]=[CH:23][C:22]=1[O:30][CH3:31])[C:8]#[N:9].[N-:41]=[N+:42]=[N-:43].[Na+].[Cl-].[NH4+].C(O)(=O)CC(CC(O)=O)(C(O)=O)O, predict the reaction product. The product is: [F:1][C:2]([F:39])([F:40])[C:3]1[CH:4]=[C:5]([CH:32]=[C:33]([C:35]([F:38])([F:37])[F:36])[CH:34]=1)[CH2:6][N:7]([CH2:10][C:11]1[CH:16]=[C:15]([C:17]([F:20])([F:19])[F:18])[CH:14]=[CH:13][C:12]=1[C:21]1[CH:26]=[C:25]([CH:27]([CH3:28])[CH3:29])[CH:24]=[CH:23][C:22]=1[O:30][CH3:31])[C:8]1[N:41]=[N:42][NH:43][N:9]=1. (5) Given the reactants [Si:1]([NH:8][C:9]1[N:10]=[C:11]([Cl:18])[C:12]2[CH:17]=[CH:16][NH:15][C:13]=2[N:14]=1)([C:4]([CH3:7])([CH3:6])[CH3:5])([CH3:3])[CH3:2].CI.[C:21]([O-])([O-])=O.[K+].[K+].O, predict the reaction product. The product is: [Si:1]([NH:8][C:9]1[N:10]=[C:11]([Cl:18])[C:12]2[CH:17]=[CH:16][N:15]([CH3:21])[C:13]=2[N:14]=1)([C:4]([CH3:7])([CH3:5])[CH3:6])([CH3:3])[CH3:2]. (6) Given the reactants [NH:1]1[C:5]2=[N:6][CH:7]=[C:8]([C:10]3[CH:11]=[CH:12][C:13]([NH:16][C:17](=[O:23])[O:18][C:19]([CH3:22])([CH3:21])[CH3:20])=[N:14][CH:15]=3)[CH:9]=[C:4]2[CH:3]=[CH:2]1.[Br:24]N1C(=O)CCC1=O, predict the reaction product. The product is: [C:19]([O:18][C:17](=[O:23])[NH:16][C:13]1[CH:12]=[CH:11][C:10]([C:8]2[CH:9]=[C:4]3[C:3]([Br:24])=[CH:2][NH:1][C:5]3=[N:6][CH:7]=2)=[CH:15][N:14]=1)([CH3:20])([CH3:22])[CH3:21]. (7) The product is: [C:16]([NH:18][NH2:19])(=[O:17])[C:15]1[CH:31]=[CH:32][CH:33]=[CH:13][CH:14]=1. Given the reactants C(C1N2C=CN=CC2=NC=1)#C.I[C:13]1[CH:14]=[C:15]([CH:31]=[CH:32][C:33]=1C)[C:16]([NH:18][NH:19]C(=O)C1C(Cl)=CC(Cl)=CC=1Cl)=[O:17].C(N(C(C)C)CC)(C)C, predict the reaction product. (8) Given the reactants [Cl:1][C:2]1[C:7]([Cl:8])=[CH:6][C:5]([NH:9][CH2:10][C:11]([OH:13])=O)=[C:4]([OH:14])[CH:3]=1.[CH2:15]1[C:18]2([CH2:22][CH2:21][N:20]([C:23](=[O:26])[CH:24]=[CH2:25])[CH2:19]2)[CH2:17][NH:16]1.CCN=C=NCCCN(C)C.Cl.C1C=CC2N(O)N=NC=2C=1.CCN(CC)CC, predict the reaction product. The product is: [Cl:1][C:2]1[C:7]([Cl:8])=[CH:6][C:5]([NH:9][CH2:10][C:11]([N:16]2[CH2:17][C:18]3([CH2:22][CH2:21][N:20]([C:23](=[O:26])[CH:24]=[CH2:25])[CH2:19]3)[CH2:15]2)=[O:13])=[C:4]([OH:14])[CH:3]=1. (9) The product is: [CH3:17][C:18]1[CH:19]=[C:20]([CH:24]=[CH:25][N:26]=1)[C:21]([NH:15][C:13]1[CH:12]=[CH:11][N:10]2[CH:16]=[C:7]([C:1]3[CH:2]=[CH:3][CH:4]=[CH:5][CH:6]=3)[N:8]=[C:9]2[N:14]=1)=[O:22]. Given the reactants [C:1]1([C:7]2[N:8]=[C:9]3[N:14]=[C:13]([NH2:15])[CH:12]=[CH:11][N:10]3[CH:16]=2)[CH:6]=[CH:5][CH:4]=[CH:3][CH:2]=1.[CH3:17][C:18]1[CH:19]=[C:20]([CH:24]=[CH:25][N:26]=1)[C:21](O)=[O:22].CCCP(=O)=O.C(N(C(C)C)C(C)C)C, predict the reaction product.